Dataset: Full USPTO retrosynthesis dataset with 1.9M reactions from patents (1976-2016). Task: Predict the reactants needed to synthesize the given product. Given the product [CH2:1]([O:3][C:4]([C:6]1[S:7][C:8]([S:31]([CH3:19])(=[O:33])=[O:30])=[C:9]2[C:10]=1[N:11]=[C:12]([CH3:16])[NH:13][C:14]2=[O:15])=[O:5])[CH3:2], predict the reactants needed to synthesize it. The reactants are: [CH2:1]([O:3][C:4]([C:6]1[S:7][C:8](SC)=[C:9]2[C:14](=[O:15])[NH:13][C:12]([CH3:16])=[N:11][C:10]=12)=[O:5])[CH3:2].[CH:19]1C=C(Cl)C=C(C(OO)=O)C=1.[O-:30][S:31]([O-:33])=O.[Na+].[Na+].